Task: Predict the product of the given reaction.. Dataset: Forward reaction prediction with 1.9M reactions from USPTO patents (1976-2016) (1) Given the reactants C(Cl)(=O)C(Cl)=O.[Br:7][C:8]1[CH:16]=[CH:15][C:11]([C:12]([OH:14])=O)=[CH:10][CH:9]=1.Cl.[NH:18]1[CH2:21][CH2:20][CH2:19]1.C(N(CC)CC)C, predict the reaction product. The product is: [Br:7][C:8]1[CH:9]=[CH:10][C:11]([C:12]([N:18]2[CH2:21][CH2:20][CH2:19]2)=[O:14])=[CH:15][CH:16]=1. (2) Given the reactants Cl.Cl.[NH:3]1[CH2:8][CH2:7][CH:6]([CH2:9][CH2:10][CH2:11][N:12]2[C:20]3[N:15]4[C:16](=[N:21][CH:22]=[C:14]4[C:13]2=[O:23])[CH:17]=[CH:18][CH:19]=3)[CH2:5][CH2:4]1.C1CCN2C(=NCCC2)CC1.C(N(CC)CC)C.C1C=CC(N([S:49]([C:52]([F:55])([F:54])[F:53])(=[O:51])=[O:50])[S:49]([C:52]([F:55])([F:54])[F:53])(=[O:51])=[O:50])=CC=1, predict the reaction product. The product is: [F:53][C:52]([F:55])([F:54])[S:49]([N:3]1[CH2:8][CH2:7][CH:6]([CH2:9][CH2:10][CH2:11][N:12]2[C:20]3[N:15]4[C:16](=[N:21][CH:22]=[C:14]4[C:13]2=[O:23])[CH:17]=[CH:18][CH:19]=3)[CH2:5][CH2:4]1)(=[O:51])=[O:50]. (3) Given the reactants [CH2:1]([O:3][C:4]([C:6]1[NH:7][C:8]2[C:13]([C:14]=1[C:15]1[CH:20]=[CH:19][CH:18]=[CH:17][CH:16]=1)=[CH:12][C:11]([O:21]C)=[CH:10][CH:9]=2)=[O:5])[CH3:2].B(Br)(Br)Br.CCO, predict the reaction product. The product is: [CH2:1]([O:3][C:4]([C:6]1[NH:7][C:8]2[C:13]([C:14]=1[C:15]1[CH:20]=[CH:19][CH:18]=[CH:17][CH:16]=1)=[CH:12][C:11]([OH:21])=[CH:10][CH:9]=2)=[O:5])[CH3:2]. (4) The product is: [S:1]1[CH:5]=[CH:4][CH:3]=[C:2]1[C:6]([N:19]1[CH2:20][CH2:21][N:16]([C:14]([OH:15])=[O:13])[CH2:17][CH2:18]1)=[O:7]. Given the reactants [S:1]1[CH:5]=[CH:4][CH:3]=[C:2]1[C:6](Cl)=[O:7].C([O:13][C:14]([N:16]1[CH2:21][CH2:20][NH:19][CH2:18][CH2:17]1)=[O:15])(C)(C)C, predict the reaction product. (5) Given the reactants [CH3:1][Si:2](Cl)([CH3:4])[CH3:3].C(N(CC)CC)C.[C:13]([O:17][C:18]([N:20]1[CH2:25][CH2:24][C:23](=[O:26])[C:22]([CH3:28])([CH3:27])[CH2:21]1)=[O:19])([CH3:16])([CH3:15])[CH3:14], predict the reaction product. The product is: [C:13]([O:17][C:18]([N:20]1[CH2:25][CH:24]=[C:23]([O:26][Si:2]([CH3:4])([CH3:3])[CH3:1])[C:22]([CH3:28])([CH3:27])[CH2:21]1)=[O:19])([CH3:16])([CH3:14])[CH3:15]. (6) Given the reactants [OH:1][C:2]1[CH:3]=[C:4]2[C:9](=[CH:10][C:11]=1[CH3:12])[N:8]=[CH:7][N:6]=[CH:5]2.Cl[C:14]1[C:23]2[C:18](=[CH:19][C:20]([O:26][CH3:27])=[C:21]([O:24][CH3:25])[CH:22]=2)[N:17]=[CH:16][CH:15]=1.O, predict the reaction product. The product is: [CH3:25][O:24][C:21]1[CH:22]=[C:23]2[C:18](=[CH:19][C:20]=1[O:26][CH3:27])[N:17]=[CH:16][CH:15]=[C:14]2[O:1][C:2]1[CH:3]=[C:4]2[C:9](=[CH:10][C:11]=1[CH3:12])[N:8]=[CH:7][N:6]=[CH:5]2. (7) The product is: [N:8]1([C:6]2[N:7]=[C:2]([C:31]3[CH:32]=[CH:33][C:34]([NH:37][S:38]([CH3:41])(=[O:39])=[O:40])=[CH:35][CH:36]=3)[C:3]3[CH2:16][CH2:15][N:14]([C:17]4[CH:22]=[CH:21][N:20]=[CH:19][CH:18]=4)[C:4]=3[N:5]=2)[CH2:13][CH2:12][O:11][CH2:10][CH2:9]1. Given the reactants Cl[C:2]1[C:3]2[CH2:16][CH2:15][N:14]([C:17]3[CH:22]=[CH:21][N:20]=[CH:19][CH:18]=3)[C:4]=2[N:5]=[C:6]([N:8]2[CH2:13][CH2:12][O:11][CH2:10][CH2:9]2)[N:7]=1.CC1(C)C(C)(C)OB([C:31]2[CH:36]=[CH:35][C:34]([NH:37][S:38]([CH3:41])(=[O:40])=[O:39])=[CH:33][CH:32]=2)O1.B(O)O, predict the reaction product. (8) Given the reactants [C:1]([CH2:3][NH:4][C:5]([C@@H:7]1[CH2:12][CH2:11][CH2:10][CH2:9][C@H:8]1[CH2:13][S:14]([C:17]1[CH:22]=[CH:21][C:20](F)=[CH:19][CH:18]=1)(=[O:16])=[O:15])=[O:6])#[N:2].C(=O)([O-])[O-].[K+].[K+].[SH:30][CH2:31][CH2:32][CH2:33][OH:34], predict the reaction product. The product is: [C:1]([CH2:3][NH:4][C:5]([C@@H:7]1[CH2:12][CH2:11][CH2:10][CH2:9][C@H:8]1[CH2:13][S:14]([C:17]1[CH:22]=[CH:21][C:20]([S:30][CH2:31][CH2:32][CH2:33][OH:34])=[CH:19][CH:18]=1)(=[O:16])=[O:15])=[O:6])#[N:2].